This data is from Reaction yield outcomes from USPTO patents with 853,638 reactions. The task is: Predict the reaction yield, written as a fraction of the theoretical maximum amount of product (1.0 means a 100% yield; for example, 0.34 means a 34% yield). (1) The reactants are [CH3:1][O:2][C:3]1[CH:4]=[C:5]2[C:10](=[CH:11][C:12]=1[O:13][CH3:14])[N:9]=[CH:8][CH:7]=[C:6]2[O:15][C:16]1[CH:22]=[CH:21][C:19]([NH2:20])=[CH:18][CH:17]=1.ClC(Cl)(O[C:27](=[O:33])OC(Cl)(Cl)Cl)Cl.[CH2:35]([N:42]1[CH2:46][CH2:45][C@@H:44]([NH2:47])[CH2:43]1)[C:36]1[CH:41]=[CH:40][CH:39]=[CH:38][CH:37]=1.C(=O)([O-])O.[Na+]. The catalyst is C(N(CC)CC)C.C(Cl)(Cl)Cl. The product is [CH2:35]([N:42]1[CH2:46][CH2:45][C@@H:44]([NH:47][C:27]([NH:20][C:19]2[CH:21]=[CH:22][C:16]([O:15][C:6]3[C:5]4[C:10](=[CH:11][C:12]([O:13][CH3:14])=[C:3]([O:2][CH3:1])[CH:4]=4)[N:9]=[CH:8][CH:7]=3)=[CH:17][CH:18]=2)=[O:33])[CH2:43]1)[C:36]1[CH:37]=[CH:38][CH:39]=[CH:40][CH:41]=1. The yield is 0.320. (2) The reactants are [C:1]([C:5]1[CH:14]=[C:13]([C:15]([CH3:18])([CH3:17])[CH3:16])[CH:12]=[C:7]([C:8]([O:10]C)=[O:9])[C:6]=1[OH:19])([CH3:4])([CH3:3])[CH3:2].[OH-].[K+].Cl. The catalyst is CO.O. The product is [C:1]([C:5]1[CH:14]=[C:13]([C:15]([CH3:18])([CH3:17])[CH3:16])[CH:12]=[C:7]([C:8]([OH:10])=[O:9])[C:6]=1[OH:19])([CH3:4])([CH3:3])[CH3:2]. The yield is 0.920. (3) The reactants are [N:1]1[CH:6]=[CH:5][CH:4]=[C:3]([N:7]2[CH2:11][CH2:10][NH:9][C:8]2=[O:12])[CH:2]=1.I[C:14]1[CH:22]=[CH:21][C:17]2[S:18][CH:19]=[CH:20][C:16]=2[CH:15]=1.N[C@@H]1CCCC[C@H]1N.C(=O)([O-])[O-].[K+].[K+]. The catalyst is [Cu](I)I.O1CCOCC1. The product is [S:18]1[CH:19]=[CH:20][C:16]2[CH:15]=[C:14]([N:9]3[CH2:10][CH2:11][N:7]([C:3]4[CH:2]=[N:1][CH:6]=[CH:5][CH:4]=4)[C:8]3=[O:12])[CH:22]=[CH:21][C:17]1=2. The yield is 0.414. (4) The reactants are [OH-].[Na+].[Br:3][C:4]1[CH:5]=[CH:6][C:7]2[N:8]([CH2:18][CH:19]([OH:24])[C:20]([O:22]C)=[O:21])[C:9]3[C:14]([C:15]=2[CH:16]=1)=[CH:13][C:12]([Br:17])=[CH:11][CH:10]=3. The catalyst is CCO. The product is [Br:17][C:12]1[CH:11]=[CH:10][C:9]2[N:8]([CH2:18][CH:19]([OH:24])[C:20]([OH:22])=[O:21])[C:7]3[C:15]([C:14]=2[CH:13]=1)=[CH:16][C:4]([Br:3])=[CH:5][CH:6]=3. The yield is 0.990. (5) The reactants are [CH3:1][C:2]1[O:6][N:5]=[C:4]([C:7]2[CH:12]=[CH:11][CH:10]=[CH:9][CH:8]=2)[C:3]=1[CH2:13][O:14][C:15]1[CH:23]=[CH:22][C:18]([C:19]([OH:21])=O)=[CH:17][N:16]=1.[NH2:24][CH2:25][CH:26]1[CH2:28][CH2:27]1. No catalyst specified. The product is [CH:26]1([CH2:25][NH:24][C:19](=[O:21])[C:18]2[CH:22]=[CH:23][C:15]([O:14][CH2:13][C:3]3[C:4]([C:7]4[CH:8]=[CH:9][CH:10]=[CH:11][CH:12]=4)=[N:5][O:6][C:2]=3[CH3:1])=[N:16][CH:17]=2)[CH2:28][CH2:27]1. The yield is 0.780. (6) The reactants are [NH2:1][C:2]1[C:3]([NH:16][CH:17]2[CH2:21][CH2:20][CH2:19][CH2:18]2)=[N:4][C:5]([NH:8][C@H:9]2[CH2:14][CH2:13][C@H:12]([OH:15])[CH2:11][CH2:10]2)=[N:6][CH:7]=1.[F:22][C:23]1[CH:28]=[CH:27][CH:26]=[C:25]([F:29])[C:24]=1[N:30]=[C:31]=S.C(O)C.CC(N=C=NC(C)C)C. The catalyst is CN(C=O)C. The product is [F:22][C:23]1[CH:28]=[CH:27][CH:26]=[C:25]([F:29])[C:24]=1[NH:30][C:31]1[N:16]([CH:17]2[CH2:21][CH2:20][CH2:19][CH2:18]2)[C:3]2[C:2]([N:1]=1)=[CH:7][N:6]=[C:5]([NH:8][C@H:9]1[CH2:10][CH2:11][C@H:12]([OH:15])[CH2:13][CH2:14]1)[N:4]=2. The yield is 0.460. (7) The reactants are [CH3:1][C:2]([CH3:12])([CH2:10][OH:11])/[CH:3]=[CH:4]/[C:5]([O:7][CH2:8][CH3:9])=[O:6]. The catalyst is ClCCl. The product is [CH3:12][C:2]([CH:10]=[O:11])([CH3:1])[CH:3]=[CH:4][C:5]([O:7][CH2:8][CH3:9])=[O:6]. The yield is 0.940. (8) The reactants are [CH2:1]([O:3][C:4](=[O:17])[C:5]1[CH:10]=[CH:9][C:8]([CH:11]([OH:16])[CH2:12][CH:13]([CH3:15])[CH3:14])=[CH:7][CH:6]=1)[CH3:2].C(N(CC)CC)C.[CH3:25][S:26](Cl)(=[O:28])=[O:27]. The product is [CH3:15][CH:13]([CH3:14])[CH2:12][CH:11]([C:8]1[CH:9]=[CH:10][C:5]([C:4]([O:3][CH2:1][CH3:2])=[O:17])=[CH:6][CH:7]=1)[O:16][S:26]([CH3:25])(=[O:28])=[O:27]. The catalyst is ClCCl. The yield is 0.390.